Task: Predict the product of the given reaction.. Dataset: Forward reaction prediction with 1.9M reactions from USPTO patents (1976-2016) (1) Given the reactants [CH3:1][O:2][C:3]1[CH:4]=[C:5]([O:23][C:24]2[CH:29]=[CH:28][C:27]([S:30]([CH3:33])(=[O:32])=[O:31])=[CH:26][N:25]=2)[CH:6]=[C:7]2[C:11]=1[NH:10][C:9]([C:12]1[S:13][CH:14]([CH2:17][C:18](OCC)=[O:19])[CH2:15][N:16]=1)=[CH:8]2.[BH4-].[Li+].O, predict the reaction product. The product is: [CH3:1][O:2][C:3]1[CH:4]=[C:5]([O:23][C:24]2[CH:29]=[CH:28][C:27]([S:30]([CH3:33])(=[O:31])=[O:32])=[CH:26][N:25]=2)[CH:6]=[C:7]2[C:11]=1[NH:10][C:9]([C:12]1[S:13][CH:14]([CH2:17][CH2:18][OH:19])[CH2:15][N:16]=1)=[CH:8]2. (2) Given the reactants [C:1]([C:9]1[CH:24]=[C:23]([CH2:25][CH3:26])[CH:22]=[CH:21][C:10]=1[O:11][CH2:12][CH2:13][CH:14]([O:16]S(C)(=O)=O)[CH3:15])(=[O:8])[C:2]1[CH:7]=[CH:6][CH:5]=[CH:4][CH:3]=1.[CH3:27][O:28][C:29](=[O:40])[CH2:30][CH2:31][C:32]1[CH:37]=[CH:36][C:35](O)=[CH:34][C:33]=1[CH3:39].C([O-])([O-])=O.[Cs+].[Cs+], predict the reaction product. The product is: [CH3:27][O:28][C:29](=[O:40])[CH2:30][CH2:31][C:32]1[CH:37]=[CH:36][C:35]([O:16][CH:14]([CH3:15])[CH2:13][CH2:12][O:11][C:10]2[CH:21]=[CH:22][C:23]([CH2:25][CH3:26])=[CH:24][C:9]=2[C:1](=[O:8])[C:2]2[CH:7]=[CH:6][CH:5]=[CH:4][CH:3]=2)=[CH:34][C:33]=1[CH3:39]. (3) Given the reactants [Cl:1][C:2]1[CH:3]=[C:4]([C@H:8]([O:22][CH2:23][C:24]([O:26]CC)=O)[C@@H:9]2[CH2:14][CH2:13][CH2:12][N:11]([C:15]([O:17][C:18]([CH3:21])([CH3:20])[CH3:19])=[O:16])[CH2:10]2)[CH:5]=[CH:6][CH:7]=1.[NH3:29], predict the reaction product. The product is: [NH2:29][C:24](=[O:26])[CH2:23][O:22][C@@H:8]([C:4]1[CH:5]=[CH:6][CH:7]=[C:2]([Cl:1])[CH:3]=1)[C@@H:9]1[CH2:14][CH2:13][CH2:12][N:11]([C:15]([O:17][C:18]([CH3:21])([CH3:20])[CH3:19])=[O:16])[CH2:10]1. (4) Given the reactants [Cl:1][C:2]1[CH:26]=[CH:25][C:5]([C:6]([N:8]2[CH2:12][CH2:11][C@@H:10]([NH:13][C:14]3[N:19]=[CH:18][C:17](/[CH:20]=[CH:21]/[C:22](O)=[O:23])=[CH:16][CH:15]=3)[CH2:9]2)=[O:7])=[CH:4][CH:3]=1.[O:27]1[CH2:32][CH2:31][CH2:30][CH2:29][CH:28]1[O:33][NH2:34].C1C=CC2N(O)N=NC=2C=1, predict the reaction product. The product is: [Cl:1][C:2]1[CH:3]=[CH:4][C:5]([C:6]([N:8]2[CH2:12][CH2:11][C@@H:10]([NH:13][C:14]3[N:19]=[CH:18][C:17](/[CH:20]=[CH:21]/[C:22]([NH:34][O:33][CH:28]4[CH2:29][CH2:30][CH2:31][CH2:32][O:27]4)=[O:23])=[CH:16][CH:15]=3)[CH2:9]2)=[O:7])=[CH:25][CH:26]=1. (5) Given the reactants ClC(Cl)(Cl)[C:3]([C:5]1[N:14]2[C:8]([CH2:9][N:10]([C:19]([C:21]3[CH:26]=[CH:25][C:24]([C:27]4[CH:32]=[CH:31][CH:30]=[CH:29][C:28]=4[CH3:33])=[C:23]([CH3:34])[CH:22]=3)=[O:20])[C:11]3[CH:18]=[CH:17][CH:16]=[CH:15][C:12]=3[CH2:13]2)=[CH:7][CH:6]=1)=[O:4].[CH3:37][C:38]1[CH:45]=[CH:44][CH:43]=[CH:42][C:39]=1[CH2:40][NH2:41], predict the reaction product. The product is: [CH3:34][C:23]1[CH:22]=[C:21]([C:19]([N:10]2[C:11]3[CH:18]=[CH:17][CH:16]=[CH:15][C:12]=3[CH2:13][N:14]3[C:5]([C:3]([NH:41][CH2:40][C:39]4[CH:42]=[CH:43][CH:44]=[CH:45][C:38]=4[CH3:37])=[O:4])=[CH:6][CH:7]=[C:8]3[CH2:9]2)=[O:20])[CH:26]=[CH:25][C:24]=1[C:27]1[CH:32]=[CH:31][CH:30]=[CH:29][C:28]=1[CH3:33]. (6) Given the reactants Br[C:2]1[CH:9]=[CH:8][CH:7]=[CH:6][C:3]=1[CH:4]=[O:5].C(=O)([O-])[O-].[Na+].[Na+].[S:16]1[CH:20]=[CH:19][C:18](B(O)O)=[CH:17]1, predict the reaction product. The product is: [S:16]1[CH:20]=[CH:19][C:18]([C:2]2[CH:9]=[CH:8][CH:7]=[CH:6][C:3]=2[CH:4]=[O:5])=[CH:17]1. (7) Given the reactants [CH:1]1([CH2:4][O:5][C:6]2[CH:14]=[CH:13][C:9]3[O:10][CH2:11][O:12][C:8]=3[C:7]=2[C:15]2[C:16]3[NH:23][C:22]([CH3:24])=[C:21]([C:25](O)=[O:26])[C:17]=3[N:18]=[CH:19][N:20]=2)[CH2:3][CH2:2]1.Cl.[NH2:29][C@@H:30]([CH2:60][CH3:61])[C:31]([N:33]1[CH2:38][CH2:37][CH:36]([N:39]2[N:48]=[C:47]([C:49]3[CH:54]=[CH:53][C:52]([O:55][CH3:56])=[C:51]([O:57][CH3:58])[CH:50]=3)[C@@H:46]3[C@@H:41]([CH2:42][CH2:43][CH2:44][CH2:45]3)[C:40]2=[O:59])[CH2:35][CH2:34]1)=[O:32].CN(C(ON1N=NC2C=CC=CC1=2)=[N+](C)C)C.F[P-](F)(F)(F)(F)F.CCN(C(C)C)C(C)C.C(=O)(O)[O-].[Na+], predict the reaction product. The product is: [CH:1]1([CH2:4][O:5][C:6]2[CH:14]=[CH:13][C:9]3[O:10][CH2:11][O:12][C:8]=3[C:7]=2[C:15]2[C:16]3[NH:23][C:22]([CH3:24])=[C:21]([C:25]([NH:29][C@@H:30]([CH2:60][CH3:61])[C:31]([N:33]4[CH2:34][CH2:35][CH:36]([N:39]5[N:48]=[C:47]([C:49]6[CH:54]=[CH:53][C:52]([O:55][CH3:56])=[C:51]([O:57][CH3:58])[CH:50]=6)[C@@H:46]6[C@@H:41]([CH2:42][CH2:43][CH2:44][CH2:45]6)[C:40]5=[O:59])[CH2:37][CH2:38]4)=[O:32])=[O:26])[C:17]=3[N:18]=[CH:19][N:20]=2)[CH2:3][CH2:2]1. (8) The product is: [F:13][C:14]1[CH:15]=[C:16]([CH:19]=[C:20]([F:22])[C:21]=1[Si:24]([CH3:27])([CH3:26])[CH3:25])[C:17]#[N:18]. Given the reactants C([Li])CCC.C(NC(C)C)(C)C.[F:13][C:14]1[CH:15]=[C:16]([CH:19]=[C:20]([F:22])[CH:21]=1)[C:17]#[N:18].Cl[Si:24]([CH3:27])([CH3:26])[CH3:25], predict the reaction product.